From a dataset of Forward reaction prediction with 1.9M reactions from USPTO patents (1976-2016). Predict the product of the given reaction. Given the reactants [NH:1]1[C:5]2[N:6]=[CH:7][CH:8]=[C:9]([CH:10]=[O:11])[C:4]=2[CH:3]=[CH:2]1.[H-].[Na+].I[CH2:15][CH3:16].[Cl-].[NH4+], predict the reaction product. The product is: [CH2:15]([N:1]1[C:5]2[N:6]=[CH:7][CH:8]=[C:9]([CH:10]=[O:11])[C:4]=2[CH:3]=[CH:2]1)[CH3:16].